This data is from Forward reaction prediction with 1.9M reactions from USPTO patents (1976-2016). The task is: Predict the product of the given reaction. (1) Given the reactants [Cl:1][CH2:2][CH2:3][N:4]([CH2:15][CH2:16][Cl:17])[P:5](Cl)([N:7]([CH2:11][CH2:12][Cl:13])[CH2:8][CH2:9][Cl:10])=[O:6].[OH:18][CH2:19][CH2:20][S:21][CH2:22][CH2:23][OH:24].CC(C)([O-])C.[K+], predict the reaction product. The product is: [Cl:17][CH2:16][CH2:15][N:4]([CH2:3][CH2:2][Cl:1])[P:5]([N:7]([CH2:11][CH2:12][Cl:13])[CH2:8][CH2:9][Cl:10])(=[O:6])[O:18][CH2:19][CH2:20][S:21][CH2:22][CH2:23][OH:24]. (2) Given the reactants [F:1][C:2]1[C:7]([CH3:8])=[CH:6][CH:5]=[CH:4][C:3]=1[NH:9][NH2:10].C(=O)([O-])[O-].[K+].[K+].[C:17](OCC)(=[O:25])[C:18]#[C:19][C:20]([O:22][CH2:23][CH3:24])=[O:21].Cl, predict the reaction product. The product is: [F:1][C:2]1[C:7]([CH3:8])=[CH:6][CH:5]=[CH:4][C:3]=1[N:9]1[C:17]([OH:25])=[CH:18][C:19]([C:20]([O:22][CH2:23][CH3:24])=[O:21])=[N:10]1.